Dataset: Reaction yield outcomes from USPTO patents with 853,638 reactions. Task: Predict the reaction yield, written as a fraction of the theoretical maximum amount of product (1.0 means a 100% yield; for example, 0.34 means a 34% yield). (1) The reactants are [NH2:1][C:2]1[C:3]([C:17]([O:19]C)=[O:18])=[N:4][C:5]([C:9]2[C:14]([F:15])=[CH:13][CH:12]=[CH:11][C:10]=2[F:16])=[C:6]([F:8])[CH:7]=1.[Li+].[OH-]. No catalyst specified. The product is [NH2:1][C:2]1[C:3]([C:17]([OH:19])=[O:18])=[N:4][C:5]([C:9]2[C:14]([F:15])=[CH:13][CH:12]=[CH:11][C:10]=2[F:16])=[C:6]([F:8])[CH:7]=1. The yield is 0.790. (2) The reactants are [OH:1][C:2]1[CH:10]=[CH:9][C:8]([C:11]2[S:12][CH:13]=[CH:14][CH:15]=2)=[CH:7][C:3]=1[C:4]([OH:6])=O.[CH2:16]([O:18][C:19]([C:21]1[S:25][C:24]([NH2:26])=[N:23][C:22]=1[C:27]1[CH:32]=[CH:31][CH:30]=[CH:29][CH:28]=1)=[O:20])[CH3:17]. No catalyst specified. The product is [CH2:16]([O:18][C:19]([C:21]1[S:25][C:24]([NH:26][C:4](=[O:6])[C:3]2[CH:7]=[C:8]([C:11]3[S:12][CH:13]=[CH:14][CH:15]=3)[CH:9]=[CH:10][C:2]=2[OH:1])=[N:23][C:22]=1[C:27]1[CH:32]=[CH:31][CH:30]=[CH:29][CH:28]=1)=[O:20])[CH3:17]. The yield is 0.582. (3) The reactants are [CH2:1]([O:3][NH:4][CH2:5][C:6]1[C:7]([F:29])=[C:8]([F:28])[C:9]([NH:19][C:20]2[CH:25]=[CH:24][C:23]([I:26])=[CH:22][C:21]=2[F:27])=[C:10]([CH:18]=1)[C:11]([NH:13][O:14][CH2:15][CH2:16][OH:17])=[O:12])[CH3:2].[C:30](ON1C(=O)C2C=CC=CC=2N=N1)(=[O:33])[CH2:31][CH3:32].C(O)(=O)CC. No catalyst specified. The product is [CH2:1]([O:3][N:4]([CH2:5][C:6]1[C:7]([F:29])=[C:8]([F:28])[C:9]([NH:19][C:20]2[CH:25]=[CH:24][C:23]([I:26])=[CH:22][C:21]=2[F:27])=[C:10]([CH:18]=1)[C:11]([NH:13][O:14][CH2:15][CH2:16][OH:17])=[O:12])[C:30](=[O:33])[CH2:31][CH3:32])[CH3:2]. The yield is 0.610. (4) The reactants are Br[CH2:2][C:3]([C:5]12[CH2:14][CH:9]3[CH2:10][CH:11]([CH2:13][CH:7]([CH2:8]3)[CH2:6]1)[CH2:12]2)=[O:4].[Cl:15][C:16]1[CH:21]=[CH:20][C:19]([CH2:22][SH:23])=[CH:18][CH:17]=1. The catalyst is C(#N)C.C(N(CC)CC)C. The product is [C:5]12([C:3](=[O:4])[CH2:2][S:23][CH2:22][C:19]3[CH:20]=[CH:21][C:16]([Cl:15])=[CH:17][CH:18]=3)[CH2:14][CH:9]3[CH2:10][CH:11]([CH2:13][CH:7]([CH2:8]3)[CH2:6]1)[CH2:12]2. The yield is 0.990. (5) The reactants are [N+:1]([C:4]1[C:5]([NH:10][C:11]2[CH:16]=[CH:15][CH:14]=[CH:13][N:12]=2)=[N:6][CH:7]=[CH:8][CH:9]=1)([O-])=O. The catalyst is [Pd].CCOC(C)=O. The product is [N:12]1[CH:13]=[CH:14][CH:15]=[CH:16][C:11]=1[NH:10][C:5]1[C:4]([NH2:1])=[CH:9][CH:8]=[CH:7][N:6]=1. The yield is 0.880. (6) The product is [F:16][C:2]([F:1])([F:15])[O:3][C:4]1[CH:5]=[C:6]2[C:11](=[C:12]([NH:14][S:23]([C:19]3[CH:18]=[N:17][CH:22]=[CH:21][CH:20]=3)(=[O:25])=[O:24])[CH:13]=1)[N:10]=[CH:9][CH:8]=[CH:7]2. The reactants are [F:1][C:2]([F:16])([F:15])[O:3][C:4]1[CH:5]=[C:6]2[C:11](=[C:12]([NH2:14])[CH:13]=1)[N:10]=[CH:9][CH:8]=[CH:7]2.[N:17]1[CH:22]=[CH:21][CH:20]=[C:19]([S:23](Cl)(=[O:25])=[O:24])[CH:18]=1.N1C=CC=CC=1. The yield is 0.850. The catalyst is CN(C1C=CN=CC=1)C.C(Cl)Cl. (7) The reactants are [Cl:1][C:2]1[CH:3]=[C:4]([CH2:9][C:10]([OH:12])=O)[CH:5]=[CH:6][C:7]=1[F:8].[CH3:13]N1C=CN=C1. The catalyst is C(OC(=O)C)(=O)C. The product is [Cl:1][C:2]1[CH:3]=[C:4]([CH2:9][C:10](=[O:12])[CH3:13])[CH:5]=[CH:6][C:7]=1[F:8]. The yield is 0.790. (8) The reactants are Br[C:2]1[CH:3]=[C:4]2[C:10]([C:11]3[CH:16]=[CH:15][CH:14]=[CH:13][C:12]=3[O:17][CH3:18])=[N:9][NH:8][C:5]2=[N:6][CH:7]=1.[CH3:19][NH:20][C:21]([C:23]1[CH:28]=[CH:27][C:26](B(O)O)=[CH:25][CH:24]=1)=[O:22].ClCCl. The catalyst is C(#N)C.C([O-])(O)=O.[Na+].C1C=CC(P(C2C=CC=CC=2)[C-]2C=CC=C2)=CC=1.C1C=CC(P(C2C=CC=CC=2)[C-]2C=CC=C2)=CC=1.Cl[Pd]Cl.[Fe+2]. The product is [CH3:18][O:17][C:12]1[CH:13]=[CH:14][CH:15]=[CH:16][C:11]=1[C:10]1[C:4]2[C:5](=[N:6][CH:7]=[C:2]([C:26]3[CH:27]=[CH:28][C:23]([C:21]([NH:20][CH3:19])=[O:22])=[CH:24][CH:25]=3)[CH:3]=2)[NH:8][N:9]=1. The yield is 0.200. (9) The reactants are [CH3:1][O:2][CH2:3][C@@H:4]1[CH2:8][N:7]([C:9]([O:11][C:12]([CH3:15])([CH3:14])[CH3:13])=[O:10])[C@H:6]([C:16]2[NH:20][C:19]3[C:21]4[C:26]([CH:27]=[CH:28][C:18]=3[N:17]=2)=[CH:25][C:24]2[C:29]3[C:34]([CH2:35][O:36][C:23]=2[CH:22]=4)=[CH:33][C:32](B2OC(C)(C)C(C)(C)O2)=[CH:31][CH:30]=3)[CH2:5]1.Br[C:47]1[NH:51][C:50]([C@@H:52]2[CH2:56][CH2:55][C@H:54]([CH3:57])[N:53]2[C:58](=[O:68])[C@@H:59]([NH:63][C:64](=[O:67])[O:65][CH3:66])[CH:60]([CH3:62])[CH3:61])=[N:49][CH:48]=1.C(=O)([O-])[O-].[K+].[K+]. The catalyst is COCCOC.CN(C)C=O.[Pd].C1(P(C2C=CC=CC=2)C2C=CC=CC=2)C=CC=CC=1.C1(P(C2C=CC=CC=2)C2C=CC=CC=2)C=CC=CC=1.C1(P(C2C=CC=CC=2)C2C=CC=CC=2)C=CC=CC=1.C1(P(C2C=CC=CC=2)C2C=CC=CC=2)C=CC=CC=1.C1C=CC(P(C2C=CC=CC=2)[C-]2C=CC=C2)=CC=1.C1C=CC(P(C2C=CC=CC=2)[C-]2C=CC=C2)=CC=1.Cl[Pd]Cl.[Fe+2]. The product is [CH3:66][O:65][C:64]([NH:63][C@H:59]([C:58]([N:53]1[C@@H:54]([CH3:57])[CH2:55][CH2:56][C@H:52]1[C:50]1[NH:51][C:47]([C:32]2[CH:33]=[C:34]3[CH2:35][O:36][C:23]4[CH:22]=[C:21]5[C:26]([CH:27]=[CH:28][C:18]6[NH:17][C:16]([C@@H:6]7[CH2:5][C@H:4]([CH2:3][O:2][CH3:1])[CH2:8][N:7]7[C:9]([O:11][C:12]([CH3:13])([CH3:14])[CH3:15])=[O:10])=[N:20][C:19]=65)=[CH:25][C:24]=4[C:29]3=[CH:30][CH:31]=2)=[CH:48][N:49]=1)=[O:68])[CH:60]([CH3:62])[CH3:61])=[O:67]. The yield is 0.390. (10) The reactants are [CH2:1]([C:3]1[CH:4]=[C:5]([C:12]2[O:16][C:15]([CH:17]=[O:18])=[CH:14][CH:13]=2)[C:6]([CH3:11])=[N:7][C:8]=1[O:9]C)[CH3:2].[I-].[K+].Cl[Si](C)(C)C. The catalyst is C(#N)C. The product is [CH2:1]([C:3]1[C:8](=[O:9])[NH:7][C:6]([CH3:11])=[C:5]([C:12]2[O:16][C:15]([CH:17]=[O:18])=[CH:14][CH:13]=2)[CH:4]=1)[CH3:2]. The yield is 0.610.